This data is from Orexin1 receptor HTS with 218,158 compounds and 233 confirmed actives. The task is: Binary Classification. Given a drug SMILES string, predict its activity (active/inactive) in a high-throughput screening assay against a specified biological target. (1) The drug is O=C1CCC(Nc2ccc(OC)cc2)=C1C. The result is 0 (inactive). (2) The result is 0 (inactive). The molecule is Fc1c(C(=O)Nc2c3c([nH]c2C(OC)=O)cc(OC)cc3)c(F)ccc1. (3) The compound is S(=O)(=O)(N1CCCC1)c1cc2c(n(CCCC(O)=O)cc2)cc1. The result is 0 (inactive). (4) The molecule is s1c(c2[nH]nc(c2)C(=O)N\N=C\c2c(n(nc2C)c2ccccc2)C)ccc1. The result is 1 (active). (5) The molecule is S1(=O)(=O)CC(N(C(CC)C)C(=O)COC(=O)COc2c(cc(cc2C)C)C)CC1. The result is 0 (inactive). (6) The compound is O=C1CCCC(N2C(Cc3c2cccc3)C)=C1. The result is 0 (inactive).